From a dataset of Forward reaction prediction with 1.9M reactions from USPTO patents (1976-2016). Predict the product of the given reaction. (1) Given the reactants [Cl:1][C:2]1[CH:9]=[CH:8][C:5]([C:6]#[N:7])=[C:4](F)[CH:3]=1.O[C:12]1[C:13]([O:20][CH3:21])=[C:14]([CH:17]=[CH:18][CH:19]=1)[CH:15]=[O:16].C(=O)([O-])[O-:23].[Cs+].[Cs+].O, predict the reaction product. The product is: [Cl:1][C:2]1[CH:9]=[CH:8][C:5]([C:6]#[N:7])=[C:4]([O:23][C:18]2[CH:19]=[CH:12][C:13]([O:20][CH3:21])=[C:14]([CH:15]=[O:16])[CH:17]=2)[CH:3]=1. (2) Given the reactants [CH3:1][O:2][C:3]1[CH:11]=[C:10]2[C:6]([CH2:7][C:8](=[O:12])[NH:9]2)=[CH:5][CH:4]=1.[O:13]=[C:14]1[C:19]2=[CH:20][NH:21][C:22]([CH:23]=O)=[C:18]2[CH2:17][CH2:16][O:15]1, predict the reaction product. The product is: [CH3:1][O:2][C:3]1[CH:11]=[C:10]2[C:6]([C:7](=[CH:23][C:22]3[NH:21][CH:20]=[C:19]4[C:14](=[O:13])[O:15][CH2:16][CH2:17][C:18]=34)[C:8](=[O:12])[NH:9]2)=[CH:5][CH:4]=1.